This data is from Forward reaction prediction with 1.9M reactions from USPTO patents (1976-2016). The task is: Predict the product of the given reaction. (1) Given the reactants CC1(C)[O:6][C@@H:5]([CH2:7][O:8][NH:9][C:10](=[O:26])[C:11]2[CH:16]=[CH:15][N:14]=[CH:13][C:12]=2[NH:17][C:18]2[CH:23]=[CH:22][C:21]([I:24])=[CH:20][C:19]=2[F:25])[CH2:4][O:3]1.FC(F)(F)C(O)=O, predict the reaction product. The product is: [OH:6][C@H:5]([CH2:4][OH:3])[CH2:7][O:8][NH:9][C:10](=[O:26])[C:11]1[CH:16]=[CH:15][N:14]=[CH:13][C:12]=1[NH:17][C:18]1[CH:23]=[CH:22][C:21]([I:24])=[CH:20][C:19]=1[F:25]. (2) Given the reactants [Cl:1][C:2]1[CH:16]=[CH:15][C:5]([O:6][C:7]2[CH:14]=[CH:13][C:10]([C:11]#[N:12])=[CH:9][CH:8]=2)=[C:4]([NH:17][C:18]2[C:27]3[C:22](=[N:23][C:24]([CH3:28])=[CH:25][CH:26]=3)[N:21]=[CH:20][CH:19]=2)[CH:3]=1.[H-].[Al+3].[Li+].[H-].[H-].[H-], predict the reaction product. The product is: [NH2:12][CH2:11][C:10]1[CH:13]=[CH:14][C:7]([O:6][C:5]2[CH:15]=[CH:16][C:2]([Cl:1])=[CH:3][C:4]=2[NH:17][C:18]2[C:27]3[C:22](=[N:23][C:24]([CH3:28])=[CH:25][CH:26]=3)[N:21]=[CH:20][CH:19]=2)=[CH:8][CH:9]=1. (3) The product is: [CH3:1][O:2][CH2:3][CH2:4][CH2:5][CH2:6][C:7]1[N:11]([C:12]2[CH:13]=[CH:14][CH:15]=[CH:16][CH:17]=2)[C:10]([CH3:18])=[N:9][C:8]=1[C:19]([OH:21])=[O:20]. Given the reactants [CH3:1][O:2][CH2:3][CH2:4][CH2:5][CH2:6][C:7]1[N:11]([C:12]2[CH:17]=[CH:16][CH:15]=[CH:14][CH:13]=2)[C:10]([CH3:18])=[N:9][C:8]=1[C:19]([O:21]C)=[O:20].O.[OH-].[Li+], predict the reaction product. (4) Given the reactants [NH:1]1[CH2:6][CH2:5][O:4][CH2:3][CH2:2]1.Br[CH:8]([CH:23]([O:25][CH3:26])[CH3:24])[C:9]([O:11][C:12]1[C:17]([O:18][CH3:19])=[CH:16][C:15]([CH3:20])=[CH:14][C:13]=1[O:21][CH3:22])=[O:10], predict the reaction product. The product is: [CH3:26][O:25][CH:23]([CH3:24])[CH:8]([N:1]1[CH2:6][CH2:5][O:4][CH2:3][CH2:2]1)[C:9]([O:11][C:12]1[C:17]([O:18][CH3:19])=[CH:16][C:15]([CH3:20])=[CH:14][C:13]=1[O:21][CH3:22])=[O:10].